This data is from Forward reaction prediction with 1.9M reactions from USPTO patents (1976-2016). The task is: Predict the product of the given reaction. Given the reactants [CH2:1]([O:7][C:8]1[CH:13]=[CH:12][C:11](I)=[CH:10][C:9]=1[O:15][CH2:16][CH2:17][CH2:18][CH2:19][CH2:20][CH3:21])[CH2:2][CH2:3][CH2:4][CH2:5][CH3:6], predict the reaction product. The product is: [CH2:16]([O:15][C:9]1[CH:10]=[C:11]([C:11]2[CH:12]=[CH:13][C:8]([O:7][CH2:1][CH2:2][CH2:3][CH2:4][CH2:5][CH3:6])=[C:9]([O:15][CH2:16][CH2:17][CH2:18][CH2:19][CH2:20][CH3:21])[CH:10]=2)[CH:12]=[CH:13][C:8]=1[O:7][CH2:1][CH2:2][CH2:3][CH2:4][CH2:5][CH3:6])[CH2:17][CH2:18][CH2:19][CH2:20][CH3:21].